This data is from Full USPTO retrosynthesis dataset with 1.9M reactions from patents (1976-2016). The task is: Predict the reactants needed to synthesize the given product. (1) Given the product [Cl-:1].[OH:5][CH2:4][CH2:3][CH2:2][N+:9]1[CH:10]=[CH:11][N:7]([CH3:6])[CH:8]=1, predict the reactants needed to synthesize it. The reactants are: [Cl:1][CH2:2][CH2:3][CH2:4][OH:5].[CH3:6][N:7]1[CH:11]=[CH:10][N:9]=[CH:8]1. (2) Given the product [CH:33]1([O:1][C:2]2[CH:7]=[CH:6][C:5]([N:8]3[CH2:13][CH2:12][N:11]([CH2:14][CH2:15][CH:16]([O:23][C:24](=[O:26])[NH2:25])[C:17]4[CH:22]=[CH:21][CH:20]=[CH:19][CH:18]=4)[CH2:10][CH2:9]3)=[CH:4][CH:3]=2)[CH2:32][CH2:37][CH2:36][CH2:35]1, predict the reactants needed to synthesize it. The reactants are: [OH:1][C:2]1[CH:7]=[CH:6][C:5]([N:8]2[CH2:13][CH2:12][N:11]([CH2:14][CH2:15][CH:16]([O:23][C:24](=[O:26])[NH2:25])[C:17]3[CH:22]=[CH:21][CH:20]=[CH:19][CH:18]=3)[CH2:10][CH2:9]2)=[CH:4][CH:3]=1.C(N([CH2:32][CH3:33])CC)C.O1C[CH2:37][CH2:36][CH2:35]1.